Dataset: Full USPTO retrosynthesis dataset with 1.9M reactions from patents (1976-2016). Task: Predict the reactants needed to synthesize the given product. (1) Given the product [CH2:8]([NH:11][C:2]1[CH2:6][S:5][C:4](=[O:7])[N:3]=1)[CH2:9][CH3:10], predict the reactants needed to synthesize it. The reactants are: S=[C:2]1[CH2:6][S:5][C:4](=[O:7])[NH:3]1.[CH2:8]([NH2:11])[CH2:9][CH3:10]. (2) Given the product [Br:1][C:2]1[CH:7]=[CH:6][C:5]([O:8][CH:9]([CH3:11])[CH3:10])=[CH:4][N:3]=1, predict the reactants needed to synthesize it. The reactants are: [Br:1][C:2]1[CH:7]=[CH:6][C:5]([OH:8])=[CH:4][N:3]=1.[CH:9](O)([CH3:11])[CH3:10]. (3) Given the product [CH3:22][C:21]1[CH:23]=[CH:24][C:18]([S:15]([O:14][CH2:13][CH2:12][CH2:11][CH2:10][C:3]2[C:4]3[C:9](=[CH:8][CH:7]=[CH:6][CH:5]=3)[NH:1][CH:2]=2)(=[O:17])=[O:16])=[CH:19][CH:20]=1, predict the reactants needed to synthesize it. The reactants are: [NH:1]1[C:9]2[C:4](=[CH:5][CH:6]=[CH:7][CH:8]=2)[C:3]([CH2:10][CH2:11][CH2:12][CH2:13][OH:14])=[CH:2]1.[S:15](Cl)([C:18]1[CH:24]=[CH:23][C:21]([CH3:22])=[CH:20][CH:19]=1)(=[O:17])=[O:16]. (4) Given the product [I:13][C:8]1[CH:9]=[C:10]([O:11][CH3:12])[C:3]([O:2][CH3:1])=[CH:4][C:5]=1[CH:6]=[O:7], predict the reactants needed to synthesize it. The reactants are: [CH3:1][O:2][C:3]1[CH:4]=[C:5]([CH:8]=[CH:9][C:10]=1[O:11][CH3:12])[CH:6]=[O:7].[I:13]I. (5) Given the product [F:18][C:15]([F:16])([F:17])[C@@H:14]([NH2:13])[C:19]1[CH:24]=[CH:23][CH:22]=[CH:21][N:20]=1, predict the reactants needed to synthesize it. The reactants are: C([C@@H]1CC[C@@H](C)C[C@H]1OC(=O)[NH:13][C@@H:14]([C:19]1[CH:24]=[CH:23][CH:22]=[CH:21][N:20]=1)[C:15]([F:18])([F:17])[F:16])(C)C.C(O)(C(F)(F)F)=O.OS(C(F)(F)F)(=O)=O.